This data is from Reaction yield outcomes from USPTO patents with 853,638 reactions. The task is: Predict the reaction yield, written as a fraction of the theoretical maximum amount of product (1.0 means a 100% yield; for example, 0.34 means a 34% yield). (1) The reactants are [C:1]([C:3]1[C:11]2[S:10][C:9]([NH:12][C:13]([CH:15]3[CH2:17][CH2:16]3)=[O:14])=[N:8][C:7]=2[CH:6]=[CH:5][C:4]=1[O:18][C:19]1[CH:24]=[CH:23][CH:22]=[C:21]([NH:25]C(=O)C(F)(F)F)[CH:20]=1)#[N:2].O.[OH-].[Li+].Cl. The catalyst is O1CCCC1.CO.O. The product is [NH2:25][C:21]1[CH:20]=[C:19]([CH:24]=[CH:23][CH:22]=1)[O:18][C:4]1[CH:5]=[CH:6][C:7]2[N:8]=[C:9]([NH:12][C:13]([CH:15]3[CH2:17][CH2:16]3)=[O:14])[S:10][C:11]=2[C:3]=1[C:1]#[N:2]. The yield is 0.950. (2) The reactants are [CH2:1]1[C@H:5]2[CH2:6][CH2:7][CH2:8][C@H:4]2[CH2:3][NH:2]1.[ClH:9]. The catalyst is C(O)C. The product is [ClH:9].[CH2:1]1[C@H:5]2[CH2:6][CH2:7][CH2:8][C@H:4]2[CH2:3][NH:2]1. The yield is 0.830.